Task: Regression. Given a peptide amino acid sequence and an MHC pseudo amino acid sequence, predict their binding affinity value. This is MHC class I binding data.. Dataset: Peptide-MHC class I binding affinity with 185,985 pairs from IEDB/IMGT (1) The peptide sequence is LMMTTIGIV. The MHC is HLA-A02:01 with pseudo-sequence HLA-A02:01. The binding affinity (normalized) is 0.758. (2) The peptide sequence is STYGWNIVK. The MHC is HLA-A03:01 with pseudo-sequence HLA-A03:01. The binding affinity (normalized) is 0.856. (3) The peptide sequence is FLAGGPHAV. The MHC is HLA-A02:01 with pseudo-sequence HLA-A02:01. The binding affinity (normalized) is 1.00. (4) The peptide sequence is RLRAEAQVK. The MHC is HLA-A23:01 with pseudo-sequence HLA-A23:01. The binding affinity (normalized) is 0. (5) The peptide sequence is GVVVSTNRL. The MHC is HLA-A11:01 with pseudo-sequence HLA-A11:01. The binding affinity (normalized) is 0. (6) The peptide sequence is YLSDSDNIKI. The MHC is HLA-A02:06 with pseudo-sequence HLA-A02:06. The binding affinity (normalized) is 0.371. (7) The peptide sequence is ITYSFHSI. The MHC is H-2-Kb with pseudo-sequence H-2-Kb. The binding affinity (normalized) is 0.991. (8) The peptide sequence is QMKDCMREL. The MHC is HLA-A02:02 with pseudo-sequence HLA-A02:02. The binding affinity (normalized) is 0.534. (9) The peptide sequence is VMETENALF. The MHC is HLA-B44:02 with pseudo-sequence HLA-B44:02. The binding affinity (normalized) is 0.0847.